Dataset: Full USPTO retrosynthesis dataset with 1.9M reactions from patents (1976-2016). Task: Predict the reactants needed to synthesize the given product. (1) Given the product [Cl:1][C:2]1[N:10]=[CH:9][CH:8]=[CH:7][C:3]=1[C:4]([O:6][CH3:17])=[O:5], predict the reactants needed to synthesize it. The reactants are: [Cl:1][C:2]1[N:10]=[CH:9][CH:8]=[CH:7][C:3]=1[C:4]([OH:6])=[O:5].S(=O)(=O)(O)O.O.[C:17]([O-])(O)=O.[Na+]. (2) Given the product [Br:15][C:16]1[CH:24]=[CH:20][C:19]([F:25])=[C:18]([C:6](=[O:8])[CH2:5][C:4]([O:3][CH2:1][CH3:2])=[O:9])[CH:17]=1, predict the reactants needed to synthesize it. The reactants are: [CH2:1]([O:3][C:4](=[O:9])[CH2:5][C:6]([OH:8])=O)[CH3:2].C([Li])CCC.[Br:15][C:16]1[CH:17]=[CH:18][C:19]([F:25])=[C:20]([CH:24]=1)C(Cl)=O. (3) The reactants are: [CH2:1]([C:3]1[CH:4]=[C:5]([N:9]([CH2:19][C:20]2[N:21]([CH3:31])[N:22]=[C:23]([C:25]3[CH:30]=[CH:29][CH:28]=[CH:27][CH:26]=3)[N:24]=2)[C:10]2[CH:17]=[CH:16][C:13]([C:14]#[N:15])=[CH:12][C:11]=2F)[CH:6]=[CH:7][CH:8]=1)[CH3:2].C(C1C=CC([F:54])=C(C(C2N(C)N=C(C3C=CC=CC=3)N=2)O)C=1)C. Given the product [CH2:1]([C:3]1[CH:8]=[CH:7][C:6]([F:54])=[C:5]([N:9]([CH2:19][C:20]2[N:21]([CH3:31])[N:22]=[C:23]([C:25]3[CH:26]=[CH:27][CH:28]=[CH:29][CH:30]=3)[N:24]=2)[C:10]2[CH:11]=[CH:12][C:13]([C:14]#[N:15])=[CH:16][CH:17]=2)[CH:4]=1)[CH3:2], predict the reactants needed to synthesize it. (4) The reactants are: [NH2:1][CH:2]1[CH2:7][CH2:6][CH2:5][CH:4]([N:8]2[C:17]3[CH:16]=[CH:15][CH:14]=[C:13]([Cl:18])[C:12]=3[C:11]3=[N:19][O:20][C:21]([CH3:22])=[C:10]3[C:9]2=[O:23])[CH2:3]1.[C:24]1([NH:30][CH2:31][C:32](O)=[O:33])[CH:29]=[CH:28][CH:27]=[CH:26][CH:25]=1.ON1C2N=CC=CC=2N=N1.Cl.CN(C)CCCN=C=NCC.CC1C=C(C)C=C(C)N=1. Given the product [Cl:18][C:13]1[C:12]2[C:11]3[C:10](=[C:21]([CH3:22])[O:20][N:19]=3)[C:9](=[O:23])[N:8]([CH:4]3[CH2:5][CH2:6][CH2:7][CH:2]([NH:1][C:32](=[O:33])[CH2:31][NH:30][C:24]4[CH:29]=[CH:28][CH:27]=[CH:26][CH:25]=4)[CH2:3]3)[C:17]=2[CH:16]=[CH:15][CH:14]=1, predict the reactants needed to synthesize it. (5) Given the product [CH3:36][C:27]1[CH:32]=[CH:31][CH:30]=[CH:29][C:28]=1[C:33]([C:8]1[CH:9]=[CH:10][C:11]2[N:12]([C:14]3[CH:15]=[CH:16][C:17]([C:20](=[O:22])[CH3:21])=[CH:18][CH:19]=3)[C:13]3[C:5]([C:6]=2[CH:7]=1)=[CH:4][C:3]([C:33](=[O:34])[C:28]1[CH:29]=[CH:30][CH:31]=[CH:32][C:27]=1[CH3:36])=[CH:2][CH:1]=3)=[O:34], predict the reactants needed to synthesize it. The reactants are: [CH:1]1[C:13]2[N:12]([C:14]3[CH:19]=[CH:18][C:17]([C:20](=[O:22])[CH3:21])=[CH:16][CH:15]=3)[C:11]3[C:6](=[CH:7][CH:8]=[CH:9][CH:10]=3)[C:5]=2[CH:4]=[CH:3][CH:2]=1.[Al+3].[Cl-].[Cl-].[Cl-].[C:27]1([CH3:36])[C:28]([C:33](Cl)=[O:34])=[CH:29][CH:30]=[CH:31][CH:32]=1. (6) Given the product [ClH:30].[ClH:30].[N:1]1[CH:6]=[CH:5][CH:4]=[CH:3][C:2]=1[C:7]1[S:11][C:10]([S:12]([N:15]2[CH2:16][CH2:17][CH:18]([CH2:21][NH2:22])[CH2:19][CH2:20]2)(=[O:13])=[O:14])=[CH:9][CH:8]=1, predict the reactants needed to synthesize it. The reactants are: [N:1]1[CH:6]=[CH:5][CH:4]=[CH:3][C:2]=1[C:7]1[S:11][C:10]([S:12]([N:15]2[CH2:20][CH2:19][CH:18]([CH2:21][NH:22]C(=O)OC(C)(C)C)[CH2:17][CH2:16]2)(=[O:14])=[O:13])=[CH:9][CH:8]=1.[ClH:30]. (7) The reactants are: [CH:1]1[CH:2]=[N:3][C:4]([NH:7][S:8]([C:11]2[CH:12]=[CH:13][C:14]([NH2:17])=[CH:15][CH:16]=2)(=[O:10])=[O:9])=[N:5][CH:6]=1.Cl[CH2:19][C:20]1[NH:21][C:22]2[CH:28]=[CH:27][CH:26]=[CH:25][C:23]=2[N:24]=1.C(O)(=O)C. Given the product [NH:21]1[C:22]2[CH:28]=[CH:27][CH:26]=[CH:25][C:23]=2[N:24]=[C:20]1[CH2:19][NH:17][C:14]1[CH:15]=[CH:16][C:11]([S:8]([NH:7][C:4]2[N:5]=[CH:6][CH:1]=[CH:2][N:3]=2)(=[O:10])=[O:9])=[CH:12][CH:13]=1, predict the reactants needed to synthesize it.